Task: Regression. Given a peptide amino acid sequence and an MHC pseudo amino acid sequence, predict their binding affinity value. This is MHC class I binding data.. Dataset: Peptide-MHC class I binding affinity with 185,985 pairs from IEDB/IMGT The peptide sequence is NVHEHINDQK. The MHC is HLA-A68:01 with pseudo-sequence HLA-A68:01. The binding affinity (normalized) is 0.864.